This data is from Forward reaction prediction with 1.9M reactions from USPTO patents (1976-2016). The task is: Predict the product of the given reaction. Given the reactants Br[C:2]1[CH:7]=[CH:6][C:5]([CH2:8][N:9]2[CH2:14][CH2:13][CH2:12][CH:11]([C:15]3[CH:20]=[CH:19][CH:18]=[CH:17][CH:16]=3)[S:10]2(=[O:22])=[O:21])=[C:4]([F:23])[CH:3]=1.C(=O)([O-])[O-].[Cs+].[Cs+].[N:30]1([C:36](=[O:38])[CH3:37])[CH2:35][CH2:34][NH:33][CH2:32][CH2:31]1, predict the reaction product. The product is: [O:21]=[S:10]1(=[O:22])[CH:11]([C:15]2[CH:20]=[CH:19][CH:18]=[CH:17][CH:16]=2)[CH2:12][CH2:13][CH2:14][N:9]1[CH2:8][C:5]1[CH:6]=[CH:7][C:2]([N:33]2[CH2:34][CH2:35][N:30]([C:36](=[O:38])[CH3:37])[CH2:31][CH2:32]2)=[CH:3][C:4]=1[F:23].